The task is: Predict the reaction yield, written as a fraction of the theoretical maximum amount of product (1.0 means a 100% yield; for example, 0.34 means a 34% yield).. This data is from Reaction yield outcomes from USPTO patents with 853,638 reactions. (1) The reactants are [F:1][C:2]([F:23])([F:22])[C:3]1[CH:8]=[CH:7][C:6]([C:9]([N:11]2[CH2:16][CH2:15][CH:14]([C:17]([O:19]CC)=[O:18])[CH2:13][CH2:12]2)=[O:10])=[CH:5][CH:4]=1.[OH-].[Na+]. The catalyst is O.CO. The product is [F:23][C:2]([F:1])([F:22])[C:3]1[CH:4]=[CH:5][C:6]([C:9]([N:11]2[CH2:16][CH2:15][CH:14]([C:17]([OH:19])=[O:18])[CH2:13][CH2:12]2)=[O:10])=[CH:7][CH:8]=1. The yield is 0.960. (2) The reactants are Br[C:2]1[CH:3]=[C:4]2[C:14]3[C:9](=[CH:10][N:11]=[C:12]([C:15]4[CH:16]=[N:17][CH:18]=[CH:19][CH:20]=4)[CH:13]=3)[NH:8][C:5]2=[N:6][CH:7]=1.[C:21]([O:24][CH2:25]C)(=O)[CH3:22].[Cl-].[NH4+].C[O:30]C(C)[O-].[Na+]. The catalyst is COC(O)C.CN(C)C=O.[Cu]I. The product is [CH3:25][O:24][CH2:21][CH2:22][O:30][C:2]1[CH:3]=[C:4]2[C:14]3[C:9](=[CH:10][N:11]=[C:12]([C:15]4[CH:16]=[N:17][CH:18]=[CH:19][CH:20]=4)[CH:13]=3)[NH:8][C:5]2=[N:6][CH:7]=1. The yield is 0.740.